Dataset: Full USPTO retrosynthesis dataset with 1.9M reactions from patents (1976-2016). Task: Predict the reactants needed to synthesize the given product. Given the product [Br:1][C:2]1[CH:7]=[CH:6][CH:5]=[C:4]([N:8]=[C:11]=[O:13])[C:3]=1[CH3:9], predict the reactants needed to synthesize it. The reactants are: [Br:1][C:2]1[CH:7]=[CH:6][CH:5]=[C:4]([NH2:8])[C:3]=1[CH3:9].Cl[C:11](Cl)([O:13]C(=O)OC(Cl)(Cl)Cl)Cl.